This data is from Forward reaction prediction with 1.9M reactions from USPTO patents (1976-2016). The task is: Predict the product of the given reaction. (1) Given the reactants [CH3:1][CH:2]([CH3:22])[CH2:3][CH:4]([C:6]1[CH:11]=[CH:10][CH:9]=[C:8]([C:12]2[CH:17]=[CH:16][C:15]([C:18]([F:21])([F:20])[F:19])=[CH:14][CH:13]=2)[N:7]=1)[OH:5].O[C:24]1[CH:36]=[CH:35][C:27]([O:28][CH2:29][C:30]([O:32][CH2:33][CH3:34])=[O:31])=[C:26]([CH3:37])[CH:25]=1.C1CCN(C(N=NC(N2CCCCC2)=O)=O)CC1.P(CCCC)(CCCC)CCCC, predict the reaction product. The product is: [CH3:37][C:26]1[CH:25]=[C:24]([O:5][CH:4]([C:6]2[CH:11]=[CH:10][CH:9]=[C:8]([C:12]3[CH:17]=[CH:16][C:15]([C:18]([F:21])([F:19])[F:20])=[CH:14][CH:13]=3)[N:7]=2)[CH2:3][CH:2]([CH3:22])[CH3:1])[CH:36]=[CH:35][C:27]=1[O:28][CH2:29][C:30]([O:32][CH2:33][CH3:34])=[O:31]. (2) Given the reactants C[O:2][C:3]([C:5]1[CH:14]=[C:13]([O:15][CH2:16][C:17](=[O:31])[N:18]([CH2:25][C:26]([O:28]CC)=[O:27])[C:19]2[CH:24]=[CH:23][CH:22]=[CH:21][CH:20]=2)[C:12]2[C:7](=[CH:8][C:9]([Cl:33])=[CH:10][C:11]=2[Cl:32])[CH:6]=1)=[O:4].[Li+].[OH-], predict the reaction product. The product is: [C:26]([CH2:25][N:18]([C:19]1[CH:24]=[CH:23][CH:22]=[CH:21][CH:20]=1)[C:17]([CH2:16][O:15][C:13]1[C:12]2[C:7](=[CH:8][C:9]([Cl:33])=[CH:10][C:11]=2[Cl:32])[CH:6]=[C:5]([C:3]([OH:4])=[O:2])[CH:14]=1)=[O:31])([OH:28])=[O:27]. (3) Given the reactants [Br:1][C:2]1[CH:3]=[C:4]([CH:8]2[C:13]([CH3:15])([CH3:14])[O:12][C:11]([NH:16][C@H:17]([C:28]3[CH:33]=[CH:32][CH:31]=[CH:30][CH:29]=3)[CH2:18][CH2:19][O:20][Si](C(C)(C)C)(C)C)=[N:10][S:9]2(=[O:35])=[O:34])[CH:5]=[CH:6][CH:7]=1.Cl, predict the reaction product. The product is: [Br:1][C:2]1[CH:3]=[C:4]([CH:8]2[C:13]([CH3:15])([CH3:14])[O:12][C:11]([NH:16][C@H:17]([C:28]3[CH:29]=[CH:30][CH:31]=[CH:32][CH:33]=3)[CH2:18][CH2:19][OH:20])=[N:10][S:9]2(=[O:35])=[O:34])[CH:5]=[CH:6][CH:7]=1. (4) Given the reactants [NH2:1][CH:2]1[CH2:7][CH2:6][CH2:5][N:4]([C:8]([O:10][C:11]([CH3:14])([CH3:13])[CH3:12])=[O:9])[CH2:3]1.[C:15]([O:19][C:20](=[O:35])[NH:21][C:22]1[C:27]([C:28](=[O:33])[C:29]([F:32])([F:31])[F:30])=[CH:26][CH:25]=[C:24](Cl)[N:23]=1)([CH3:18])([CH3:17])[CH3:16].C(N(C(C)C)CC)(C)C, predict the reaction product. The product is: [C:15]([O:19][C:20]([NH:21][C:22]1[N:23]=[C:24]([NH:1][CH:2]2[CH2:7][CH2:6][CH2:5][N:4]([C:8]([O:10][C:11]([CH3:14])([CH3:13])[CH3:12])=[O:9])[CH2:3]2)[CH:25]=[CH:26][C:27]=1[C:28](=[O:33])[C:29]([F:30])([F:31])[F:32])=[O:35])([CH3:18])([CH3:16])[CH3:17]. (5) Given the reactants N(C(OC(C)C)=O)=NC(OC(C)C)=O.C1(P(C2C=CC=CC=2)C2C=CC=CC=2)C=CC=CC=1.[Cl:34][C:35]1[CH:56]=[C:55]([Cl:57])[CH:54]=[CH:53][C:36]=1[C:37]([NH:39][CH2:40][C:41]1([N:47]2[CH2:52][CH2:51][CH2:50][CH2:49][CH2:48]2)[CH2:44][CH:43]([CH2:45][OH:46])[CH2:42]1)=[O:38].[S:58]1C=C[CH:60]=[C:59]1CC(O)=O, predict the reaction product. The product is: [Cl:34][C:35]1[CH:56]=[C:55]([Cl:57])[CH:54]=[CH:53][C:36]=1[C:37]([NH:39][CH2:40][C:41]1([N:47]2[CH2:52][CH2:51][CH2:50][CH2:49][CH2:48]2)[CH2:44][CH:43]([CH2:45][O:46][C:59](=[S:58])[CH3:60])[CH2:42]1)=[O:38]. (6) The product is: [CH2:1]([CH:3]([CH2:30][CH2:31][CH2:32][CH3:33])[CH2:4][N:5]([CH2:24][CH2:25][CH2:26][CH2:27][CH2:28][CH3:29])[C:6]1[C:7]([O:15][CH2:16][CH:17]([CH2:22][CH3:23])[CH2:18][CH2:19][CH2:20][CH3:21])=[CH:8][CH:9]=[C:10]([NH2:12])[CH:11]=1)[CH3:2]. Given the reactants [CH2:1]([CH:3]([CH2:30][CH2:31][CH2:32][CH3:33])[CH2:4][N:5]([CH2:24][CH2:25][CH2:26][CH2:27][CH2:28][CH3:29])[C:6]1[CH:11]=[C:10]([N+:12]([O-])=O)[CH:9]=[CH:8][C:7]=1[O:15][CH2:16][CH:17]([CH2:22][CH3:23])[CH2:18][CH2:19][CH2:20][CH3:21])[CH3:2], predict the reaction product. (7) Given the reactants [OH-].[Li+].[Cl:3][C:4]1[C:13]([O:14][CH2:15][CH2:16][C:17]([F:20])([F:19])[F:18])=[CH:12][C:7]([C:8]([O:10]C)=[O:9])=[CH:6][N:5]=1.Cl, predict the reaction product. The product is: [Cl:3][C:4]1[C:13]([O:14][CH2:15][CH2:16][C:17]([F:18])([F:19])[F:20])=[CH:12][C:7]([C:8]([OH:10])=[O:9])=[CH:6][N:5]=1.